From a dataset of Catalyst prediction with 721,799 reactions and 888 catalyst types from USPTO. Predict which catalyst facilitates the given reaction. (1) Reactant: S([O-])([O-])(=O)=O.[Mg+2].[CH:7](=O)[C:8]1[CH:13]=[CH:12][CH:11]=[CH:10][CH:9]=1.Cl.[NH2:16][C@H:17]([C:19]([O:21][CH:22]([CH3:24])[CH3:23])=[O:20])[CH3:18].C(N(CC)CC)C. Product: [CH:7](=[N:16][C@H:17]([C:19]([O:21][CH:22]([CH3:24])[CH3:23])=[O:20])[CH3:18])[C:8]1[CH:13]=[CH:12][CH:11]=[CH:10][CH:9]=1. The catalyst class is: 2. (2) Reactant: Br[N:2]1[C:10]2[C:5](=[CH:6][CH:7]=[CH:8][CH:9]=2)[C:4]([CH3:11])=[C:3]1[C:12]1[C:17]([F:18])=[CH:16][CH:15]=[CH:14][C:13]=1[F:19].[CH3:20][N:21]([CH3:35])[S:22]([C:25]1[CH:30]=[CH:29][C:28](B(O)O)=[C:27]([CH3:34])[CH:26]=1)(=[O:24])=[O:23].C(=O)([O-])[O-].[K+].[K+].O. Product: [F:19][C:13]1[CH:14]=[CH:15][CH:16]=[C:17]([F:18])[C:12]=1[C:3]1[NH:2][C:10]2[C:5]([C:4]=1[CH3:11])=[CH:6][C:7]([C:28]1[CH:29]=[CH:30][C:25]([S:22]([N:21]([CH3:35])[CH3:20])(=[O:24])=[O:23])=[CH:26][C:27]=1[CH3:34])=[CH:8][CH:9]=2. The catalyst class is: 77. (3) Reactant: [NH2:1][C:2]1[CH:7]=[C:6]([C:8]([F:11])([F:10])[F:9])[CH:5]=[CH:4][C:3]=1[NH2:12].[Br:13][C:14]1[CH:19]=[CH:18][C:17]([N:20]=[C:21]=S)=[C:16]([F:23])[CH:15]=1.C1(N=C=NC2CCCCC2)CCCCC1. Product: [Br:13][C:14]1[CH:19]=[CH:18][C:17]([NH:20][C:21]2[NH:12][C:3]3[CH:4]=[CH:5][C:6]([C:8]([F:9])([F:10])[F:11])=[CH:7][C:2]=3[N:1]=2)=[C:16]([F:23])[CH:15]=1. The catalyst class is: 4. (4) Reactant: IC.[C:3](=O)([O-])[O-].[Cs+].[Cs+].[OH:9][C:10]1[C:18]2[C:13](=[CH:14][CH:15]=[C:16]([N+:19]([O-:21])=[O:20])[CH:17]=2)[N:12]([C:22]([O:24][CH2:25][CH3:26])=[O:23])[N:11]=1. Product: [CH3:3][O:9][C:10]1[C:18]2[C:13](=[CH:14][CH:15]=[C:16]([N+:19]([O-:21])=[O:20])[CH:17]=2)[N:12]([C:22]([O:24][CH2:25][CH3:26])=[O:23])[N:11]=1. The catalyst class is: 21. (5) Reactant: [H-].[Na+].[F:3][C:4]([F:18])([F:17])[O:5][C:6]1[CH:7]=[C:8]2[C:12](=[CH:13][CH:14]=1)[NH:11][C:10](=[O:15])[C:9]2=[O:16].[CH3:19][O:20][C:21](=[O:28])[CH:22](Br)[CH2:23][CH:24]([CH3:26])[CH3:25]. Product: [CH3:19][O:20][C:21](=[O:28])[CH:22]([N:11]1[C:12]2[C:8](=[CH:7][C:6]([O:5][C:4]([F:3])([F:17])[F:18])=[CH:14][CH:13]=2)[C:9](=[O:16])[C:10]1=[O:15])[CH2:23][CH:24]([CH3:26])[CH3:25]. The catalyst class is: 35.